From a dataset of Catalyst prediction with 721,799 reactions and 888 catalyst types from USPTO. Predict which catalyst facilitates the given reaction. (1) Reactant: [C:1]([CH:4]([C:12](=O)[CH3:13])[CH2:5][CH2:6][C:7]([O:9][CH2:10][CH3:11])=[O:8])(=O)[CH3:2].[CH3:15][NH:16][NH2:17]. Product: [CH2:10]([O:9][C:7](=[O:8])[CH2:6][CH2:5][C:4]1[C:12]([CH3:13])=[N:17][N:16]([CH3:15])[C:1]=1[CH3:2])[CH3:11]. The catalyst class is: 15. (2) Reactant: CS(O)(=O)=O.[CH3:6][S:7]([O:10][C:11]1[CH:16]=[CH:15][C:14]([C:17]2[C:18]([C:23]([OH:25])=O)=[CH:19][CH:20]=[CH:21][CH:22]=2)=[CH:13][CH:12]=1)(=[O:9])=[O:8].[NH2:26][C:27]1[CH:32]=[CH:31][C:30]([N:33]([CH2:36][CH2:37][C:38]2[CH:43]=[CH:42][CH:41]=[CH:40][N:39]=2)[CH:34]=[O:35])=[CH:29][CH:28]=1.C(N(CC)CC)C.C(OCC)(=O)C. Product: [CH3:6][S:7]([O:10][C:11]1[CH:12]=[CH:13][C:14]([C:17]2[CH:22]=[CH:21][CH:20]=[CH:19][C:18]=2[C:23]([NH:26][C:27]2[CH:28]=[CH:29][C:30]([N:33]([CH:34]=[O:35])[CH2:36][CH2:37][C:38]3[CH:43]=[CH:42][CH:41]=[CH:40][N:39]=3)=[CH:31][CH:32]=2)=[O:25])=[CH:15][CH:16]=1)(=[O:8])=[O:9]. The catalyst class is: 35. (3) Reactant: [NH2:1][C:2]1[CH:22]=[CH:21][C:5]([CH2:6][C:7]2[N:12]=[C:11]([N:13]([CH3:15])[CH3:14])[C:10]([CH2:16][C:17]([O:19][CH3:20])=[O:18])=[CH:9][N:8]=2)=[CH:4][CH:3]=1.C1CN([P+](ON2N=NC3C=CC=CC2=3)(N2CCCC2)N2CCCC2)CC1.F[P-](F)(F)(F)(F)F.[CH:56]1[C:65]2[C:60](=[CH:61][CH:62]=[CH:63][CH:64]=2)[CH:59]=[CH:58][C:57]=1[C:66](O)=[O:67]. Product: [CH3:14][N:13]([CH3:15])[C:11]1[C:10]([CH2:16][C:17]([O:19][CH3:20])=[O:18])=[CH:9][N:8]=[C:7]([CH2:6][C:5]2[CH:4]=[CH:3][C:2]([NH:1][C:66]([C:57]3[CH:58]=[CH:59][C:60]4[C:65](=[CH:64][CH:63]=[CH:62][CH:61]=4)[CH:56]=3)=[O:67])=[CH:22][CH:21]=2)[N:12]=1. The catalyst class is: 18. (4) Reactant: [C:1]([O:10][CH2:11][CH3:12])(=[O:9])[CH2:2][CH2:3][C:4]([O:6][CH2:7][CH3:8])=[O:5].[CH:13](OCC)=[O:14].[Na].O. Product: [CH:13]([CH:2]([CH2:3][C:4]([O:6][CH2:7][CH3:8])=[O:5])[C:1]([O:10][CH2:11][CH3:12])=[O:9])=[O:14]. The catalyst class is: 27. (5) Reactant: C(N(CC)C(C)C)(C)C.[Cl:10][C:11]1[CH:19]=[CH:18][C:14]([C:15](Cl)=[O:16])=[CH:13][CH:12]=1.[C:20]([O:24][C:25]([NH:27][C:28]([NH:37][C@@H:38]1[CH2:43][CH2:42][CH2:41][CH2:40][C@@H:39]1[NH:44][C:45]1[C:54]2[C:49](=[CH:50][CH:51]=[C:52]([O:55][CH3:56])[CH:53]=2)[N:48]=[C:47]([NH2:57])[N:46]=1)=[N:29][C:30]([O:32][C:33]([CH3:36])([CH3:35])[CH3:34])=[O:31])=[O:26])([CH3:23])([CH3:22])[CH3:21].O. Product: [C:33]([O:32][C:30]([NH:29][C:28]([NH:37][C@@H:38]1[CH2:43][CH2:42][CH2:41][CH2:40][C@@H:39]1[NH:44][C:45]1[C:54]2[C:49](=[CH:50][CH:51]=[C:52]([O:55][CH3:56])[CH:53]=2)[N:48]=[C:47]([NH:57][C:15](=[O:16])[C:14]2[CH:18]=[CH:19][C:11]([Cl:10])=[CH:12][CH:13]=2)[N:46]=1)=[N:27][C:25]([O:24][C:20]([CH3:23])([CH3:22])[CH3:21])=[O:26])=[O:31])([CH3:34])([CH3:35])[CH3:36]. The catalyst class is: 172. (6) Reactant: [OH:1][CH2:2][C:3]1([CH2:9][CH2:10][OH:11])[CH2:8][CH2:7][O:6][CH2:5][CH2:4]1.CCN(CC)CC.[CH3:19][S:20](Cl)(=[O:22])=[O:21]. Product: [CH3:19][S:20]([O:1][CH2:2][C:3]1([CH2:9][CH2:10][O:11][S:20]([CH3:19])(=[O:22])=[O:21])[CH2:4][CH2:5][O:6][CH2:7][CH2:8]1)(=[O:22])=[O:21]. The catalyst class is: 2. (7) The catalyst class is: 22. Product: [N+:1]([C:4]1[CH:13]=[CH:12][CH:11]=[C:10]2[C:5]=1[CH:6]=[CH:7][N:8]=[C:9]2[C:15]#[N:16])([O-:3])=[O:2]. Reactant: [N+:1]([C:4]1[CH:13]=[CH:12][CH:11]=[C:10]2[C:5]=1[CH:6]=[CH:7][N+:8]([O-])=[CH:9]2)([O-:3])=[O:2].[C-:15]#[N:16].[K+].C(Cl)(=O)C1C=CC=CC=1.C(=O)([O-])[O-].[K+].[K+]. (8) Reactant: [CH3:1][C:2]([CH3:26])([CH3:25])[C:3]([O:5][CH2:6][N:7]1[C:15]2[N:14]=[CH:13][N:12]([CH2:16][C:17]3[CH:22]=[CH:21][CH:20]=[CH:19][CH:18]=3)[C:11]=2[C:10](=[O:23])[NH:9][C:8]1=[O:24])=[O:4].Br[CH2:28][CH2:29][C:30]1[CH:35]=[CH:34][CH:33]=[CH:32][CH:31]=1.C(=O)([O-])[O-].[K+].[K+]. Product: [CH3:1][C:2]([CH3:26])([CH3:25])[C:3]([O:5][CH2:6][N:7]1[C:15]2[N:14]=[CH:13][N:12]([CH2:16][C:17]3[CH:22]=[CH:21][CH:20]=[CH:19][CH:18]=3)[C:11]=2[C:10](=[O:23])[N:9]([CH2:28][CH2:29][C:30]2[CH:35]=[CH:34][CH:33]=[CH:32][CH:31]=2)[C:8]1=[O:24])=[O:4]. The catalyst class is: 9. (9) Reactant: [C:1]1([CH2:7][CH2:8][CH2:9][CH2:10][Br:11])[CH:6]=[CH:5][CH:4]=[CH:3][CH:2]=1.[C:12]1([P:18]([C:25]2[CH:30]=[CH:29][CH:28]=[CH:27][CH:26]=2)[C:19]2[CH:24]=[CH:23][CH:22]=[CH:21][CH:20]=2)[CH:17]=[CH:16][CH:15]=[CH:14][CH:13]=1. Product: [Br-:11].[C:1]1([CH2:7][CH2:8][CH2:9][CH2:10][P+:18]([C:19]2[CH:20]=[CH:21][CH:22]=[CH:23][CH:24]=2)([C:25]2[CH:30]=[CH:29][CH:28]=[CH:27][CH:26]=2)[C:12]2[CH:13]=[CH:14][CH:15]=[CH:16][CH:17]=2)[CH:6]=[CH:5][CH:4]=[CH:3][CH:2]=1. The catalyst class is: 11.